This data is from Full USPTO retrosynthesis dataset with 1.9M reactions from patents (1976-2016). The task is: Predict the reactants needed to synthesize the given product. (1) Given the product [Cl:14][C:2]1[C:11]2[C:6](=[CH:7][CH:8]=[CH:9][CH:10]=2)[N:5]=[CH:4][CH:3]=1, predict the reactants needed to synthesize it. The reactants are: O[C:2]1[C:11]2[C:6](=[CH:7][CH:8]=[CH:9][CH:10]=2)[N:5]=[CH:4][CH:3]=1.P(Cl)(Cl)([Cl:14])=O. (2) Given the product [C:1]([CH2:4][CH2:5][CH2:6][N:7]([CH2:52][CH3:53])[CH2:8][CH2:9][NH:10][C:11]([C@:13]12[CH2:47][CH2:46][C@@H:45]([C:48]([CH3:50])=[CH2:49])[C@@H:14]1[C@@H:15]1[C@@:28]([CH3:31])([CH2:29][CH2:30]2)[C@@:27]2([CH3:32])[C@@H:18]([C@:19]3([CH3:44])[C@@H:24]([CH2:25][CH2:26]2)[C:23]([CH3:34])([CH3:33])[C:22]([C:35]2[CH:43]=[CH:42][C:38]([C:39]([OH:41])=[O:40])=[CH:37][CH:36]=2)=[CH:21][CH2:20]3)[CH2:17][CH2:16]1)=[O:12])([OH:3])=[O:2], predict the reactants needed to synthesize it. The reactants are: [C:1]([CH2:4][CH2:5][CH2:6][N:7]([CH2:52][CH3:53])[CH:8](C)[CH2:9][NH:10][C:11]([C@:13]12[CH2:47][CH2:46][C@@H:45]([C:48]([CH3:50])=[CH2:49])[C@@H:14]1[C@@H:15]1[C@@:28]([CH3:31])([CH2:29][CH2:30]2)[C@@:27]2([CH3:32])[C@@H:18]([C@:19]3([CH3:44])[C@@H:24]([CH2:25][CH2:26]2)[C:23]([CH3:34])([CH3:33])[C:22]([C:35]2[CH:43]=[CH:42][C:38]([C:39]([OH:41])=[O:40])=[CH:37][CH:36]=2)=[CH:21][CH2:20]3)[CH2:17][CH2:16]1)=[O:12])([OH:3])=[O:2].NCCNC([C@]12CC[C@@H](C(C)=C)[C@@H]1[C@@H]1[C@@](C)(CC2)[C@@]2(C)[C@@H]([C@]3(C)[C@@H](CC2)C(C)(C)C(C2C=CC(C(OC)=O)=CC=2)=CC3)CC1)=O. (3) Given the product [OH:1][C:2]1[CH:7]=[CH:6][C:5]([O:8][CH:35]2[CH2:34][CH2:33][CH2:32][CH2:31][O:26]2)=[CH:4][C:3]=1[C:9](=[O:18])[CH2:10][C:11]1[CH:16]=[CH:15][CH:14]=[C:13]([O:17][CH:41]2[CH2:40][CH2:39][CH2:38][CH2:37][O:36]2)[CH:12]=1, predict the reactants needed to synthesize it. The reactants are: [OH:1][C:2]1[CH:7]=[CH:6][C:5]([OH:8])=[CH:4][C:3]=1[C:9](=[O:18])[CH2:10][C:11]1[CH:16]=[CH:15][CH:14]=[C:13]([OH:17])[CH:12]=1.[C:33]1(C)[CH:34]=[CH:35]C(S([O-])(=[O:26])=[O:26])=[CH:31][CH:32]=1.[NH+]1[CH:35]=[CH:34][CH:33]=[CH:32][CH:31]=1.[O:36]1[CH:41]=[CH:40][CH2:39][CH2:38][CH2:37]1. (4) Given the product [C:1]([O:5][C:6]([N:8]1[CH2:12][C@@H:11]([O:13][CH3:28])[CH2:10][C@H:9]1[CH2:14][O:15][C:16]1[CH:17]=[CH:18][C:19]([C:20]([O:22][CH3:23])=[O:21])=[CH:24][CH:25]=1)=[O:7])([CH3:4])([CH3:2])[CH3:3], predict the reactants needed to synthesize it. The reactants are: [C:1]([O:5][C:6]([N:8]1[CH2:12][C@@H:11]([OH:13])[CH2:10][C@H:9]1[CH2:14][O:15][C:16]1[CH:25]=[CH:24][C:19]([C:20]([O:22][CH3:23])=[O:21])=[CH:18][CH:17]=1)=[O:7])([CH3:4])([CH3:3])[CH3:2].[H-].[Na+].[CH3:28]I. (5) Given the product [CH:14]([C:16]1[CH:17]=[C:18]([C:2]2[CH:9]=[CH:8][C:5]([C:6]#[N:7])=[CH:4][C:3]=2[C:10]([F:13])([F:12])[F:11])[CH:19]=[CH:20][C:21]=1[O:22][CH3:23])=[O:15], predict the reactants needed to synthesize it. The reactants are: Cl[C:2]1[CH:9]=[CH:8][C:5]([C:6]#[N:7])=[CH:4][C:3]=1[C:10]([F:13])([F:12])[F:11].[CH:14]([C:16]1[CH:17]=[C:18](B(O)O)[CH:19]=[CH:20][C:21]=1[O:22][CH3:23])=[O:15].